From a dataset of Forward reaction prediction with 1.9M reactions from USPTO patents (1976-2016). Predict the product of the given reaction. (1) Given the reactants [F:1][C:2]([F:7])([F:6])[CH:3]=NO.[Br:8]N1C(=O)CCC1=O.C(OCC)C.[OH2:21].C[N:23]([CH3:26])C=O, predict the reaction product. The product is: [OH:21][N:23]=[C:26]([Br:8])[CH2:3][C:2]([F:7])([F:6])[F:1]. (2) Given the reactants C(=O)([O-])[O-].[K+].[K+].[CH3:7][C:8]1[N:9]=[C:10]([NH:13][C:14]2[CH:19]=[C:18]([S:20][C:21]3[CH:22]=[C:23]([OH:27])[CH:24]=[CH:25][CH:26]=3)[CH:17]=[CH:16][N:15]=2)[S:11][CH:12]=1.Br[CH2:29][C:30]([O:32][C:33]([CH3:36])([CH3:35])[CH3:34])=[O:31], predict the reaction product. The product is: [CH3:7][C:8]1[N:9]=[C:10]([NH:13][C:14]2[CH:19]=[C:18]([S:20][C:21]3[CH:22]=[C:23]([CH:24]=[CH:25][CH:26]=3)[O:27][CH2:29][C:30]([O:32][C:33]([CH3:36])([CH3:35])[CH3:34])=[O:31])[CH:17]=[CH:16][N:15]=2)[S:11][CH:12]=1.